From a dataset of NCI-60 drug combinations with 297,098 pairs across 59 cell lines. Regression. Given two drug SMILES strings and cell line genomic features, predict the synergy score measuring deviation from expected non-interaction effect. (1) Drug 1: C1=NC2=C(N=C(N=C2N1C3C(C(C(O3)CO)O)F)Cl)N. Drug 2: C(CCl)NC(=O)N(CCCl)N=O. Cell line: SK-MEL-5. Synergy scores: CSS=11.3, Synergy_ZIP=-5.43, Synergy_Bliss=0.910, Synergy_Loewe=-2.07, Synergy_HSA=0.770. (2) Cell line: UACC-257. Drug 2: CC1=C2C(C(=O)C3(C(CC4C(C3C(C(C2(C)C)(CC1OC(=O)C(C(C5=CC=CC=C5)NC(=O)OC(C)(C)C)O)O)OC(=O)C6=CC=CC=C6)(CO4)OC(=O)C)O)C)O. Drug 1: C1=CC(=CC=C1CCC2=CNC3=C2C(=O)NC(=N3)N)C(=O)NC(CCC(=O)O)C(=O)O. Synergy scores: CSS=6.32, Synergy_ZIP=-7.01, Synergy_Bliss=-8.36, Synergy_Loewe=-12.1, Synergy_HSA=-5.78. (3) Drug 1: CCC1=CC2CC(C3=C(CN(C2)C1)C4=CC=CC=C4N3)(C5=C(C=C6C(=C5)C78CCN9C7C(C=CC9)(C(C(C8N6C)(C(=O)OC)O)OC(=O)C)CC)OC)C(=O)OC.C(C(C(=O)O)O)(C(=O)O)O. Drug 2: CCN(CC)CCCC(C)NC1=C2C=C(C=CC2=NC3=C1C=CC(=C3)Cl)OC. Cell line: MCF7. Synergy scores: CSS=38.5, Synergy_ZIP=-4.95, Synergy_Bliss=0.943, Synergy_Loewe=-1.08, Synergy_HSA=2.76. (4) Drug 1: COC1=NC(=NC2=C1N=CN2C3C(C(C(O3)CO)O)O)N. Drug 2: CC1CCC2CC(C(=CC=CC=CC(CC(C(=O)C(C(C(=CC(C(=O)CC(OC(=O)C3CCCCN3C(=O)C(=O)C1(O2)O)C(C)CC4CCC(C(C4)OC)O)C)C)O)OC)C)C)C)OC. Cell line: SR. Synergy scores: CSS=25.8, Synergy_ZIP=6.00, Synergy_Bliss=7.58, Synergy_Loewe=-41.3, Synergy_HSA=2.11. (5) Drug 1: CC1=C(C=C(C=C1)NC2=NC=CC(=N2)N(C)C3=CC4=NN(C(=C4C=C3)C)C)S(=O)(=O)N.Cl. Drug 2: COC1=NC(=NC2=C1N=CN2C3C(C(C(O3)CO)O)O)N. Cell line: HL-60(TB). Synergy scores: CSS=-23.6, Synergy_ZIP=-9.39, Synergy_Bliss=-36.8, Synergy_Loewe=-60.1, Synergy_HSA=-53.1.